This data is from Forward reaction prediction with 1.9M reactions from USPTO patents (1976-2016). The task is: Predict the product of the given reaction. (1) Given the reactants Br[C:2]1[C:3]([C:19](=[O:21])[NH2:20])=[C:4]2[CH2:9][N:8]([C:10]([O:12][C:13]([CH3:16])([CH3:15])[CH3:14])=[O:11])[CH2:7][CH2:6][N:5]2[C:17]=1[Cl:18].[C:22]1(B(O)O)[CH:27]=[CH:26][CH:25]=[CH:24][CH:23]=1.O.C(=O)([O-])[O-].[Cs+].[Cs+], predict the reaction product. The product is: [C:19]([C:3]1[C:2]([C:22]2[CH:27]=[CH:26][CH:25]=[CH:24][CH:23]=2)=[C:17]([Cl:18])[N:5]2[CH2:6][CH2:7][N:8]([C:10]([O:12][C:13]([CH3:16])([CH3:15])[CH3:14])=[O:11])[CH2:9][C:4]=12)(=[O:21])[NH2:20]. (2) Given the reactants [CH:1]1([C:4]([NH:6][C:7]2[CH:8]=[CH:9][CH:10]=[C:11]3[C:15]=2[C:14](=[O:16])[N:13]([CH:17]([C:22]2[CH:27]=[CH:26][C:25]([O:28][CH3:29])=[C:24]([O:30][CH2:31][CH3:32])[CH:23]=2)[CH2:18][C:19]([OH:21])=O)[CH2:12]3)=[O:5])[CH2:3][CH2:2]1.C1N=CN(C(N2C=NC=C2)=O)C=1.[CH:45]([NH:47][NH2:48])=O.P(Cl)(Cl)(Cl)=O, predict the reaction product. The product is: [CH2:31]([O:30][C:24]1[CH:23]=[C:22]([CH:17]([N:13]2[C:14](=[O:16])[C:15]3[C:11](=[CH:10][CH:9]=[CH:8][C:7]=3[NH:6][C:4]([CH:1]3[CH2:3][CH2:2]3)=[O:5])[CH2:12]2)[CH2:18][C:19]2[O:21][CH:45]=[N:47][N:48]=2)[CH:27]=[CH:26][C:25]=1[O:28][CH3:29])[CH3:32]. (3) Given the reactants CO[CH2:3][CH2:4][N:5]1[CH2:10][CH2:9][NH:8][CH2:7][CH2:6]1.[H-].[Na+].ClC1C=[CH:18][C:17]([N+:20]([O-:22])=[O:21])=[CH:16][N:15]=1, predict the reaction product. The product is: [N+:20]([C:17]1[CH:18]=[CH:3][C:4]([N:5]2[CH2:10][CH2:9][NH:8][CH2:7][CH2:6]2)=[N:15][CH:16]=1)([O-:22])=[O:21]. (4) Given the reactants Br[C:2]1[CH:3]=[C:4]([NH2:9])[C:5]([NH2:8])=[CH:6][CH:7]=1.[Cl:10][C:11]1[CH:12]=[C:13]2[C:18](=[CH:19][CH:20]=1)[O:17][CH2:16][CH:15]([C:21](O)=O)[CH2:14]2.O1C2C(=CC=CC=2)CC(C(O)=O)C1.BrC1C=CC2N[C:43]([CH:45]3[CH2:54][C:53]4[C:48](=CC=CC=4)OC3)=[N:44]C=2C=1, predict the reaction product. The product is: [Cl:10][C:11]1[CH:12]=[C:13]2[C:18](=[CH:19][CH:20]=1)[O:17][CH2:16][CH:15]([C:21]1[NH:8][C:5]3[CH:6]=[CH:7][C:2]([C:54]4[CH:45]=[CH:43][N:44]=[CH:48][CH:53]=4)=[CH:3][C:4]=3[N:9]=1)[CH2:14]2. (5) Given the reactants [Br:1][C:2]1[CH:3]=[C:4]([NH2:10])[C:5]([NH:8][CH3:9])=[N:6][CH:7]=1.CC(O[CH2:20][CH3:21])(OCC)OCC, predict the reaction product. The product is: [Br:1][C:2]1[CH:3]=[C:4]2[N:10]=[C:20]([CH3:21])[N:8]([CH3:9])[C:5]2=[N:6][CH:7]=1. (6) The product is: [Cl:13][C:14]1[CH:15]=[C:16]2[C:21](=[CH:22][CH:23]=1)[CH:20]=[C:19]([S:24]([C:27]1[CH:28]=[CH:29][C:30]([C:31]([N:45]3[CH2:46][CH2:47][N:42]([C:39]4[CH:40]=[CH:41][N:36]=[CH:37][CH:38]=4)[CH2:43][CH2:44]3)=[O:32])=[CH:34][CH:35]=1)(=[O:26])=[O:25])[CH:18]=[CH:17]2. Given the reactants C(N1C=CN=C1)(N1C=CN=C1)=O.[Cl:13][C:14]1[CH:15]=[C:16]2[C:21](=[CH:22][CH:23]=1)[CH:20]=[C:19]([S:24]([C:27]1[CH:35]=[CH:34][C:30]([C:31](O)=[O:32])=[CH:29][CH:28]=1)(=[O:26])=[O:25])[CH:18]=[CH:17]2.[N:36]1[CH:41]=[CH:40][C:39]([N:42]2[CH2:47][CH2:46][NH:45][CH2:44][CH2:43]2)=[CH:38][CH:37]=1, predict the reaction product.